This data is from Catalyst prediction with 721,799 reactions and 888 catalyst types from USPTO. The task is: Predict which catalyst facilitates the given reaction. Reactant: Cl.C(N=C=NCCCN(C)C)C.O.ON1C2C=CC=CC=2N=N1.CN1CCOCC1.Cl.[F:32][C:33]1[CH:45]=[CH:44][C:36]([O:37][CH:38]2[CH2:43][CH2:42][NH:41][CH2:40][CH2:39]2)=[CH:35][CH:34]=1.[C:46]([O:50][C:51]([NH:53][C@@H:54]([C:58]([OH:61])([CH3:60])[CH3:59])[C:55](O)=[O:56])=[O:52])([CH3:49])([CH3:48])[CH3:47]. Product: [C:46]([O:50][C:51](=[O:52])[NH:53][C@H:54]([C:55]([N:41]1[CH2:40][CH2:39][CH:38]([O:37][C:36]2[CH:44]=[CH:45][C:33]([F:32])=[CH:34][CH:35]=2)[CH2:43][CH2:42]1)=[O:56])[C:58]([OH:61])([CH3:59])[CH3:60])([CH3:49])([CH3:47])[CH3:48]. The catalyst class is: 2.